This data is from Forward reaction prediction with 1.9M reactions from USPTO patents (1976-2016). The task is: Predict the product of the given reaction. Given the reactants [CH2:1]([O:8][C:9]1[CH:18]=[C:17]2[C:12]([C:13](=O)[CH:14]=[CH:15][NH:16]2)=[CH:11][C:10]=1[CH2:20][CH2:21][CH2:22][CH3:23])[C:2]1[CH:7]=[CH:6][CH:5]=[CH:4][CH:3]=1.O=P(Cl)(Cl)[Cl:26].CN(C)C1C=CC=CC=1, predict the reaction product. The product is: [ClH:26].[CH2:1]([O:8][C:9]1[CH:18]=[C:17]2[C:12]([C:13]([Cl:26])=[CH:14][CH:15]=[N:16]2)=[CH:11][C:10]=1[CH2:20][CH2:21][CH2:22][CH3:23])[C:2]1[CH:7]=[CH:6][CH:5]=[CH:4][CH:3]=1.